This data is from Reaction yield outcomes from USPTO patents with 853,638 reactions. The task is: Predict the reaction yield, written as a fraction of the theoretical maximum amount of product (1.0 means a 100% yield; for example, 0.34 means a 34% yield). (1) The reactants are [CH3:1][O:2][C:3](=[O:18])[C:4]1[CH:9]=[C:8]([N:10]2[CH2:15][CH2:14][O:13][CH2:12][CH2:11]2)[CH:7]=[C:6]([NH2:16])[C:5]=1[NH2:17].S(S([O-])=O)([O-])(=O)=O.[Na+].[Na+].O.[F:29][C:30]([F:40])([F:39])[C:31]1[CH:38]=[CH:37][CH:36]=[CH:35][C:32]=1[CH:33]=O. The catalyst is CCO. The product is [CH3:1][O:2][C:3]([C:4]1[C:5]2[N:17]=[C:33]([C:32]3[CH:35]=[CH:36][CH:37]=[CH:38][C:31]=3[C:30]([F:29])([F:39])[F:40])[NH:16][C:6]=2[CH:7]=[C:8]([N:10]2[CH2:11][CH2:12][O:13][CH2:14][CH2:15]2)[CH:9]=1)=[O:18]. The yield is 0.692. (2) The reactants are [H-].[Na+].[O:3]1[C:7]2[CH:8]=[CH:9][CH:10]=[CH:11][C:6]=2[NH:5][C:4]1=[O:12].[CH3:13]I. The catalyst is O1CCCC1.C(O)C. The product is [CH3:13][N:5]1[C:6]2[CH:11]=[CH:10][CH:9]=[CH:8][C:7]=2[O:3][C:4]1=[O:12]. The yield is 0.820. (3) The reactants are [Cl:1][C:2]1[CH:10]=[CH:9][CH:8]=[CH:7][C:3]=1[C:4]([NH2:6])=[O:5].[C:11](Cl)(=[O:15])C(Cl)=O.[NH2:17][C:18]1[S:19][C:20]2[CH:26]=[C:25]([S:27]([CH:30]3[CH2:34][CH2:33][N:32](C(OC(C)(C)C)=O)[CH2:31]3)(=[O:29])=[O:28])[CH:24]=[CH:23][C:21]=2[N:22]=1.CO. The catalyst is C1COCC1.Cl.CC#N. The product is [Cl:1][C:2]1[CH:10]=[CH:9][CH:8]=[CH:7][C:3]=1[C:4]([NH:6][C:11](=[O:15])[NH:17][C:18]1[S:19][C:20]2[CH:26]=[C:25]([S:27]([CH:30]3[CH2:34][CH2:33][NH:32][CH2:31]3)(=[O:29])=[O:28])[CH:24]=[CH:23][C:21]=2[N:22]=1)=[O:5]. The yield is 0.430. (4) The yield is 0.390. The reactants are C(Cl)(=O)C(Cl)=O.CS(C)=O.[C:11]([O:15][C:16]([N:18]1[C:22]2[CH:23]=[CH:24][CH:25]=[CH:26][C:21]=2[N:20]=[C:19]1[CH2:27][N:28]([CH:34]1[C:43]2[N:42]=[CH:41][CH:40]=[CH:39][C:38]=2[CH2:37][CH2:36][CH2:35]1)[CH2:29][CH2:30][CH2:31][CH2:32][OH:33])=[O:17])([CH3:14])([CH3:13])[CH3:12].C(N(CC)CC)C. The product is [C:11]([O:15][C:16]([N:18]1[C:22]2[CH:23]=[CH:24][CH:25]=[CH:26][C:21]=2[N:20]=[C:19]1[CH2:27][N:28]([CH:34]1[C:43]2[N:42]=[CH:41][CH:40]=[CH:39][C:38]=2[CH2:37][CH2:36][CH2:35]1)[CH2:29][CH2:30][CH2:31][CH:32]=[O:33])=[O:17])([CH3:14])([CH3:12])[CH3:13]. The catalyst is C(Cl)Cl. (5) The reactants are [Cl:1][C:2]1[C:3]([N:8]2[CH2:13][CH2:12][N:11]([CH2:14][C:15]3[CH:16]=[N:17][N:18]([CH2:21][CH3:22])[C:19]=3[CH3:20])[CH2:10][CH2:9]2)=[N:4][CH:5]=[CH:6][N:7]=1.C(=O)([O-])[O-].[K+].[K+].[CH3:29][S:30]([NH:33][CH2:34][C:35]1[CH:40]=[CH:39][C:38](B(O)O)=[CH:37][CH:36]=1)(=[O:32])=[O:31].O. The catalyst is CN(C)C(=O)C.C1C=CC([P]([Pd]([P](C2C=CC=CC=2)(C2C=CC=CC=2)C2C=CC=CC=2)([P](C2C=CC=CC=2)(C2C=CC=CC=2)C2C=CC=CC=2)[P](C2C=CC=CC=2)(C2C=CC=CC=2)C2C=CC=CC=2)(C2C=CC=CC=2)C2C=CC=CC=2)=CC=1. The product is [ClH:1].[CH2:21]([N:18]1[C:19]([CH3:20])=[C:15]([CH2:14][N:11]2[CH2:12][CH2:13][N:8]([C:3]3[C:2]([C:38]4[CH:39]=[CH:40][C:35]([CH2:34][NH:33][S:30]([CH3:29])(=[O:31])=[O:32])=[CH:36][CH:37]=4)=[N:7][CH:6]=[CH:5][N:4]=3)[CH2:9][CH2:10]2)[CH:16]=[N:17]1)[CH3:22]. The yield is 0.850. (6) The reactants are [CH2:1]([N:5]1[C:10](=[O:11])[C:9]([CH2:12]OS(C)(=O)=O)=[CH:8][C:7]([C:18]2[CH:23]=[CH:22][CH:21]=[CH:20][CH:19]=2)=[N:6]1)[CH:2]([CH3:4])[CH3:3].[CH3:24][NH:25][CH3:26]. No catalyst specified. The product is [CH3:24][N:25]([CH2:12][C:9]1[C:10](=[O:11])[N:5]([CH2:1][CH:2]([CH3:4])[CH3:3])[N:6]=[C:7]([C:18]2[CH:23]=[CH:22][CH:21]=[CH:20][CH:19]=2)[CH:8]=1)[CH3:26]. The yield is 0.811. (7) The reactants are Cl[CH2:2][CH:3]1[CH:5]([C:6]([O:8]CC)=O)[C:4]1([C:12]1[CH:17]=[CH:16][CH:15]=[C:14]([C:18]#[N:19])[CH:13]=1)[CH3:11].C(=O)([O-])O.[Na+].[CH2:25]([NH2:31])[CH2:26][CH2:27][CH2:28][CH2:29][CH3:30]. The catalyst is CN(C)C=O. The product is [CH2:25]([N:31]1[CH2:2][CH:3]2[CH:5]([C:4]2([C:12]2[CH:13]=[C:14]([CH:15]=[CH:16][CH:17]=2)[C:18]#[N:19])[CH3:11])[C:6]1=[O:8])[CH2:26][CH2:27][CH2:28][CH2:29][CH3:30]. The yield is 0.350. (8) The reactants are [C:1]([O:5][C:6](=[O:29])[C@@H:7]([NH:13][C:14](=[O:28])[CH2:15][CH2:16][CH2:17][CH2:18][CH2:19][CH2:20][CH2:21][CH2:22][CH2:23][CH2:24][CH2:25][CH2:26][CH3:27])[CH2:8][CH2:9][C:10]([OH:12])=[O:11])([CH3:4])([CH3:3])[CH3:2].FC(F)(F)C(O[C:35]1[C:40]([F:41])=[C:39]([F:42])[C:38]([F:43])=[C:37]([F:44])[C:36]=1[F:45])=O.N1C=CC=CC=1.C(O)(=O)CC(CC(O)=O)(C(O)=O)O. The catalyst is CN(C=O)C. The product is [C:14]([NH:13][C@@H:7]([CH2:8][CH2:9][C:10]([O:12][C:35]1[C:36]([F:45])=[C:37]([F:44])[C:38]([F:43])=[C:39]([F:42])[C:40]=1[F:41])=[O:11])[C:6]([O:5][C:1]([CH3:2])([CH3:3])[CH3:4])=[O:29])(=[O:28])[CH2:15][CH2:16][CH2:17][CH2:18][CH2:19][CH2:20][CH2:21][CH2:22][CH2:23][CH2:24][CH2:25][CH2:26][CH3:27]. The yield is 0.950.